Predict the reactants needed to synthesize the given product. From a dataset of Full USPTO retrosynthesis dataset with 1.9M reactions from patents (1976-2016). (1) The reactants are: [CH:1]1([N:6]2[CH2:12][C:11]([F:14])([F:13])[C:10](=[O:15])[N:9]([CH3:16])[C:8]3[CH:17]=[N:18][C:19]([NH:21][C:22]4[CH:30]=[CH:29][C:25]([C:26]([OH:28])=O)=[CH:24][C:23]=4[O:31][CH2:32][CH3:33])=[N:20][C:7]2=3)[CH2:5][CH2:4][CH2:3][CH2:2]1.ON1C2C=CC=CC=2N=N1.F[P-](F)(F)(F)(F)F.CN(C(N(C)C)=[N+]1C2C=CC=CC=2[N+]([O-])=N1)C.C(N(C(C)C)CC)(C)C.[NH2:77][CH:78]1[CH2:83][CH2:82][N:81]([CH3:84])[CH2:80][CH2:79]1. Given the product [CH:1]1([N:6]2[CH2:12][C:11]([F:13])([F:14])[C:10](=[O:15])[N:9]([CH3:16])[C:8]3[CH:17]=[N:18][C:19]([NH:21][C:22]4[CH:30]=[CH:29][C:25]([C:26]([NH:77][CH:78]5[CH2:83][CH2:82][N:81]([CH3:84])[CH2:80][CH2:79]5)=[O:28])=[CH:24][C:23]=4[O:31][CH2:32][CH3:33])=[N:20][C:7]2=3)[CH2:2][CH2:3][CH2:4][CH2:5]1, predict the reactants needed to synthesize it. (2) The reactants are: [Cl:1][C:2]1[CH:17]=[CH:16][C:5]([CH2:6][NH:7][C:8](=[O:15])[NH:9][O:10][CH2:11][C:12]([OH:14])=O)=[CH:4][CH:3]=1.[NH2:18][C@@H:19]([CH2:43][C:44]([NH:46][C:47]([C:60]1[CH:65]=[CH:64][CH:63]=[CH:62][CH:61]=1)([C:54]1[CH:59]=[CH:58][CH:57]=[CH:56][CH:55]=1)[C:48]1[CH:53]=[CH:52][CH:51]=[CH:50][CH:49]=1)=[O:45])[C:20]([N:22]([C@@H:34]([CH3:42])[CH:35]([O:39][CH2:40][CH3:41])[O:36][CH2:37][CH3:38])[CH2:23][C:24]1[C:33]2[C:28](=[CH:29][CH:30]=[CH:31][CH:32]=2)[CH:27]=[CH:26][CH:25]=1)=[O:21]. Given the product [Cl:1][C:2]1[CH:3]=[CH:4][C:5]([CH2:6][NH:7][C:8]([NH:9][O:10][CH2:11][C:12]([NH:18][C@@H:19]([CH2:43][C:44](=[O:45])[NH:46][C:47]([C:48]2[CH:49]=[CH:50][CH:51]=[CH:52][CH:53]=2)([C:54]2[CH:55]=[CH:56][CH:57]=[CH:58][CH:59]=2)[C:60]2[CH:61]=[CH:62][CH:63]=[CH:64][CH:65]=2)[C:20]([N:22]([C@@H:34]([CH3:42])[CH:35]([O:36][CH2:37][CH3:38])[O:39][CH2:40][CH3:41])[CH2:23][C:24]2[C:33]3[C:28](=[CH:29][CH:30]=[CH:31][CH:32]=3)[CH:27]=[CH:26][CH:25]=2)=[O:21])=[O:14])=[O:15])=[CH:16][CH:17]=1, predict the reactants needed to synthesize it. (3) Given the product [Br:14][C:12]1[C:11]([CH3:15])=[C:7]([C:6]([OH:16])=[C:5]([C:1]([CH3:2])([CH3:3])[CH3:4])[CH:13]=1)[C:8]([NH:20][C:19]1[C:21]([Cl:28])=[CH:22][C:23]([N+:25]([O-:27])=[O:26])=[CH:24][C:18]=1[Cl:17])=[O:10], predict the reactants needed to synthesize it. The reactants are: [C:1]([C:5]1[CH:13]=[C:12]([Br:14])[C:11]([CH3:15])=[C:7]([C:8]([OH:10])=O)[C:6]=1[OH:16])([CH3:4])([CH3:3])[CH3:2].[Cl:17][C:18]1[CH:24]=[C:23]([N+:25]([O-:27])=[O:26])[CH:22]=[C:21]([Cl:28])[C:19]=1[NH2:20]. (4) Given the product [CH2:1]([O:8][C:9]1[CH:10]=[CH:11][C:12]([N:15]2[CH2:20][CH2:19][CH:18]([NH:21][C:22](=[O:23])[CH2:38][CH2:37][C:32]3[CH:33]=[CH:34][CH:35]=[CH:36][C:31]=3[F:30])[CH2:17][CH2:16]2)=[N:13][CH:14]=1)[C:2]1[CH:3]=[CH:4][CH:5]=[CH:6][CH:7]=1, predict the reactants needed to synthesize it. The reactants are: [CH2:1]([O:8][C:9]1[CH:10]=[CH:11][C:12]([N:15]2[CH2:20][CH2:19][CH:18]([NH:21][C:22](=O)[O:23]C(C)(C)C)[CH2:17][CH2:16]2)=[N:13][CH:14]=1)[C:2]1[CH:7]=[CH:6][CH:5]=[CH:4][CH:3]=1.Cl.[F:30][C:31]1[CH:36]=[CH:35][CH:34]=[CH:33][C:32]=1[CH2:37][CH2:38]C(O)=O.CCN=C=NCCCN(C)C.C1C=CC2N(O)N=NC=2C=1.C(N(CC)CC)C. (5) Given the product [Cl:1][C:2]1[CH:9]=[C:8]([Cl:10])[CH:7]=[CH:6][C:3]=1[CH2:4][NH:18][C:17]1[CH:19]=[CH:20][C:14]([CH:11]([CH3:13])[CH3:12])=[CH:15][CH:16]=1, predict the reactants needed to synthesize it. The reactants are: [Cl:1][C:2]1[CH:9]=[C:8]([Cl:10])[CH:7]=[CH:6][C:3]=1[CH:4]=O.[CH:11]([C:14]1[CH:20]=[CH:19][C:17]([NH2:18])=[CH:16][CH:15]=1)([CH3:13])[CH3:12].